Dataset: Forward reaction prediction with 1.9M reactions from USPTO patents (1976-2016). Task: Predict the product of the given reaction. (1) The product is: [C:23]([C:27]1[CH:32]=[CH:31][C:30]([S:33]([NH:1][CH2:2][CH2:3][CH2:4][N:5]2[CH2:10][CH2:9][CH:8]([C:11]3[CH:12]=[C:13]([NH:17][C:18](=[O:22])[CH:19]([CH3:20])[CH3:21])[CH:14]=[CH:15][CH:16]=3)[CH2:7][CH2:6]2)(=[O:35])=[O:34])=[CH:29][CH:28]=1)([CH3:26])([CH3:24])[CH3:25]. Given the reactants [NH2:1][CH2:2][CH2:3][CH2:4][N:5]1[CH2:10][CH2:9][CH:8]([C:11]2[CH:12]=[C:13]([NH:17][C:18](=[O:22])[CH:19]([CH3:21])[CH3:20])[CH:14]=[CH:15][CH:16]=2)[CH2:7][CH2:6]1.[C:23]([C:27]1[CH:32]=[CH:31][C:30]([S:33](Cl)(=[O:35])=[O:34])=[CH:29][CH:28]=1)([CH3:26])([CH3:25])[CH3:24], predict the reaction product. (2) Given the reactants [Cl:1][C:2]1[CH:7]=[CH:6][CH:5]=[C:4]([Cl:8])[C:3]=1[N:9]1[C:18]2[C:13](=[C:14]([C:21]3[CH:26]=[CH:25][C:24]([F:27])=[CH:23][C:22]=3[F:28])[CH:15]=[C:16]([O:19]C)[CH:17]=2)[CH2:12][CH2:11][C:10]1=[O:29].B(Br)(Br)Br, predict the reaction product. The product is: [Cl:1][C:2]1[CH:7]=[CH:6][CH:5]=[C:4]([Cl:8])[C:3]=1[N:9]1[C:18]2[C:13](=[C:14]([C:21]3[CH:26]=[CH:25][C:24]([F:27])=[CH:23][C:22]=3[F:28])[CH:15]=[C:16]([OH:19])[CH:17]=2)[CH2:12][CH2:11][C:10]1=[O:29]. (3) Given the reactants [CH:1]([C:4]1[CH:9]=[CH:8][C:7]([CH:10]2[C:14]3[C:15]([CH3:22])=[C:16]([OH:21])[C:17]([CH3:20])=[C:18]([CH3:19])[C:13]=3[O:12][C:11]2([CH3:24])[CH3:23])=[CH:6][CH:5]=1)([CH3:3])[CH3:2].[C:25]1([CH2:31][CH2:32]O)[CH:30]=[CH:29][CH:28]=[CH:27][CH:26]=1.C1(P(C2C=CC=CC=2)C2C=CC=CC=2)C=CC=CC=1.N(C(OCC)=O)=NC(OCC)=O, predict the reaction product. The product is: [CH:1]([C:4]1[CH:9]=[CH:8][C:7]([CH:10]2[C:14]3[C:15]([CH3:22])=[C:16]([O:21][CH2:32][CH2:31][C:25]4[CH:30]=[CH:29][CH:28]=[CH:27][CH:26]=4)[C:17]([CH3:20])=[C:18]([CH3:19])[C:13]=3[O:12][C:11]2([CH3:24])[CH3:23])=[CH:6][CH:5]=1)([CH3:3])[CH3:2]. (4) Given the reactants [NH2:1][C:2]1[CH:3]=[N:4][CH:5]=[CH:6][C:7]=1[NH2:8].[C:9]([Cl:12])(=[O:11])[CH3:10], predict the reaction product. The product is: [ClH:12].[NH2:8][C:7]1[CH:6]=[CH:5][N:4]=[CH:3][C:2]=1[NH:1][C:9](=[O:11])[CH3:10]. (5) Given the reactants [C:1]([O:5][C:6](=[O:22])[CH:7](P(OC)(OC)=O)[NH:8][C:9]([O:11][C:12]([CH3:15])([CH3:14])[CH3:13])=[O:10])([CH3:4])([CH3:3])[CH3:2].[C:23]([C:27]1[O:31][CH:30]=[N:29][C:28]=1[CH:32]=O)([CH3:26])([CH3:25])[CH3:24].C([O-])([O-])=O.[Cs+].[Cs+], predict the reaction product. The product is: [C:1]([O:5][C:6]([C:7]([NH:8][C:9](=[O:10])[O:11][C:12]([CH3:13])([CH3:14])[CH3:15])=[CH:32][C:28]1[N:29]=[CH:30][O:31][C:27]=1[C:23]([CH3:26])([CH3:25])[CH3:24])=[O:22])([CH3:2])([CH3:3])[CH3:4]. (6) Given the reactants [CH3:1][C:2]1[C:11]2[CH2:10][CH2:9][CH2:8][CH2:7][C:6]=2[CH:5]=[C:4]([CH2:12]O)[CH:3]=1.S(Cl)([Cl:16])=O, predict the reaction product. The product is: [Cl:16][CH2:12][C:4]1[CH:5]=[C:6]2[C:11]([CH2:10][CH2:9][CH2:8][CH2:7]2)=[C:2]([CH3:1])[CH:3]=1. (7) Given the reactants [C:1]1([C:7]2[C:15]3[C:10](=[CH:11][CH:12]=[CH:13][CH:14]=3)[N:9]([S:16]([C:19]3[CH:27]=[CH:26][C:22]([C:23](O)=[O:24])=[CH:21][CH:20]=3)(=[O:18])=[O:17])[CH:8]=2)[CH:6]=[CH:5][CH:4]=[CH:3][CH:2]=1.CN1CCOCC1.[F:35][C:36]1[CH:43]=[CH:42][C:39]([CH2:40][NH2:41])=[CH:38][CH:37]=1, predict the reaction product. The product is: [F:35][C:36]1[CH:43]=[CH:42][C:39]([CH2:40][NH:41][C:23](=[O:24])[C:22]2[CH:26]=[CH:27][C:19]([S:16]([N:9]3[C:10]4[C:15](=[CH:14][CH:13]=[CH:12][CH:11]=4)[C:7]([C:1]4[CH:6]=[CH:5][CH:4]=[CH:3][CH:2]=4)=[CH:8]3)(=[O:17])=[O:18])=[CH:20][CH:21]=2)=[CH:38][CH:37]=1.